Predict the product of the given reaction. From a dataset of Forward reaction prediction with 1.9M reactions from USPTO patents (1976-2016). Given the reactants C(=O)([O-])[O-].[K+].[K+].Br[CH2:8][CH2:9][O:10][CH:11]1[CH2:16][CH2:15][CH2:14][CH2:13][O:12]1.[CH3:17][O:18][C:19](=[O:49])[N:20]=[C:21]([S:47][CH3:48])[C:22]([C:36]1[CH:41]=[C:40]([O:42][CH3:43])[C:39]([O:44][CH3:45])=[C:38]([OH:46])[CH:37]=1)=[N:23][C:24]1[CH:29]=[CH:28][C:27]([C:30]2[N:34]=[C:33]([CH3:35])[O:32][N:31]=2)=[CH:26][CH:25]=1.O, predict the reaction product. The product is: [CH3:17][O:18][C:19](=[O:49])[N:20]=[C:21]([S:47][CH3:48])[CH:22]([C:36]1[CH:37]=[C:38]([O:46][CH2:8][CH2:9][O:10][CH:11]2[CH2:16][CH2:15][CH2:14][CH2:13][O:12]2)[C:39]([O:44][CH3:45])=[C:40]([O:42][CH3:43])[CH:41]=1)[NH:23][C:24]1[CH:29]=[CH:28][C:27]([C:30]2[N:34]=[C:33]([CH3:35])[O:32][N:31]=2)=[CH:26][CH:25]=1.